This data is from Full USPTO retrosynthesis dataset with 1.9M reactions from patents (1976-2016). The task is: Predict the reactants needed to synthesize the given product. Given the product [O:33]1[C:37]2[CH:38]=[CH:39][CH:40]=[CH:41][C:36]=2[CH:35]=[C:34]1[NH:30][C:31]([O:1][C:2]1[CH:7]=[CH:6][C:5]([C:8]2[CH:9]=[CH:10][C:11]([S:14]([NH:17][C@@H:18]([C:19]([OH:21])=[O:20])[CH:22]([CH3:24])[CH3:23])(=[O:16])=[O:15])=[CH:12][CH:13]=2)=[CH:4][CH:3]=1)=[O:32], predict the reactants needed to synthesize it. The reactants are: [OH:1][C:2]1[CH:7]=[CH:6][C:5]([C:8]2[CH:13]=[CH:12][C:11]([S:14]([NH:17][CH:18]([CH:22]([CH3:24])[CH3:23])[C:19]([OH:21])=[O:20])(=[O:16])=[O:15])=[CH:10][CH:9]=2)=[CH:4][CH:3]=1.C(OCC)C.[N-:30]=[C:31]=[O:32].[O:33]1[C:37]2[CH:38]=[CH:39][CH:40]=[CH:41][C:36]=2[CH:35]=[CH:34]1.C(N(CC)CC)C.